This data is from Forward reaction prediction with 1.9M reactions from USPTO patents (1976-2016). The task is: Predict the product of the given reaction. (1) Given the reactants [CH3:1][N:2]([CH3:31])[C:3]1[C:12]2[C:7](=[CH:8][CH:9]=[CH:10][CH:11]=2)[C:6]([C:13]([C:15]2[C:24]3[C:19](=[CH:20][C:21]([O:27][CH3:28])=[C:22]([O:25][CH3:26])[CH:23]=3)[C:18]([C:29]#N)=[CH:17][N:16]=2)=[O:14])=[CH:5][CH:4]=1.[OH-:32].[Na+].Cl.C[OH:36], predict the reaction product. The product is: [CH3:1][N:2]([CH3:31])[C:3]1[C:12]2[C:7](=[CH:8][CH:9]=[CH:10][CH:11]=2)[C:6]([C:13]([C:15]2[C:24]3[C:19](=[CH:20][C:21]([O:27][CH3:28])=[C:22]([O:25][CH3:26])[CH:23]=3)[C:18]([C:29]([OH:36])=[O:32])=[CH:17][N:16]=2)=[O:14])=[CH:5][CH:4]=1. (2) Given the reactants C([O:3][C:4]([C:6]1[CH:11]=[C:10]([N:12]2[CH2:17][CH2:16][C:15]([F:19])([F:18])[CH2:14][CH2:13]2)[CH:9]=[C:8]([CH2:20][O:21][CH:22]2[CH2:27][CH2:26][CH2:25][CH2:24][O:23]2)[N:7]=1)=[O:5])C.[OH-].[Na+], predict the reaction product. The product is: [F:19][C:15]1([F:18])[CH2:16][CH2:17][N:12]([C:10]2[CH:9]=[C:8]([CH2:20][O:21][CH:22]3[CH2:27][CH2:26][CH2:25][CH2:24][O:23]3)[N:7]=[CH:6][CH:11]=2)[CH2:13][CH2:14]1.[N:7]1[CH:8]=[CH:9][CH:10]=[CH:11][C:6]=1[C:4]([OH:5])=[O:3]. (3) Given the reactants [OH:1][C:2]1[CH:7]=[CH:6][N:5]=[CH:4][CH:3]=1.[CH3:8][O:9][C:10](=[O:16])[C:11]([CH3:15])([CH3:14])[CH2:12]O.C1(P(C2C=CC=CC=2)C2C=CC=CC=2)C=CC=CC=1.N(C(OC(C)C)=O)=NC(OC(C)C)=O, predict the reaction product. The product is: [CH3:12][C:11]([CH3:15])([CH2:14][O:1][C:2]1[CH:7]=[CH:6][N:5]=[CH:4][CH:3]=1)[C:10]([O:9][CH3:8])=[O:16]. (4) Given the reactants [F:1][C:2]1([F:21])[C:11]2[C:6](=[CH:7][CH:8]=[C:9]([F:12])[CH:10]=2)[C@H:5]([CH:13]([CH3:15])[CH3:14])[C@:4]([CH2:17][C:18](O)=[O:19])([OH:16])[CH2:3]1.[NH:22]1[C:26]2[CH:27]=[CH:28][CH:29]=[CH:30][C:25]=2[N:24]=[C:23]1[CH2:31][CH2:32][CH2:33][NH:34][CH3:35].N1C2C=CC=CC=2N=C1CCCN(C)C(=O)C[C@@]1(O)C([2H])([2H])C([2H])([2H])C2C(=CC=C(F)C=2)[C@@H]1C(C)C, predict the reaction product. The product is: [NH:22]1[C:26]2[CH:27]=[CH:28][CH:29]=[CH:30][C:25]=2[N:24]=[C:23]1[CH2:31][CH2:32][CH2:33][N:34]([CH3:35])[C:18](=[O:19])[CH2:17][C@@:4]1([OH:16])[CH2:3][C:2]([F:1])([F:21])[C:11]2[C:6](=[CH:7][CH:8]=[C:9]([F:12])[CH:10]=2)[C@@H:5]1[CH:13]([CH3:15])[CH3:14]. (5) Given the reactants [CH3:1][O:2][C:3]1[CH:8]=[CH:7][C:6]([C:9]([F:12])([F:11])[F:10])=[CH:5][C:4]=1[C:13]1[C:21]2[C:16](=[N:17][C:18]([NH2:22])=[N:19][CH:20]=2)[N:15]([CH3:23])[N:14]=1.[Cl:24]N1C(=O)N(Cl)C(=O)N(Cl)C1=O, predict the reaction product. The product is: [Cl:24][C:8]1[C:3]([O:2][CH3:1])=[C:4]([C:13]2[C:21]3[C:16](=[N:17][C:18]([NH2:22])=[N:19][CH:20]=3)[N:15]([CH3:23])[N:14]=2)[CH:5]=[C:6]([C:9]([F:11])([F:12])[F:10])[CH:7]=1. (6) The product is: [CH3:1][S:2]([OH:5])(=[O:4])=[O:3].[C:10](/[C:12](/[C:35]1[CH:40]=[CH:39][C:38]([O:41][CH3:42])=[C:37]([O:43][CH3:44])[CH:36]=1)=[CH:13]\[C:14]1[S:18][C:17]([N:19]2[CH2:20][CH2:21][CH:22]([O:25][C:26](=[O:34])[CH2:27][N:28]3[CH2:33][CH2:32][CH2:31][CH2:30][CH2:29]3)[CH2:23][CH2:24]2)=[CH:16][CH:15]=1)#[N:11]. Given the reactants [CH3:1][S:2]([OH:5])(=[O:4])=[O:3].CC(O)C.[C:10](/[C:12](/[C:35]1[CH:40]=[CH:39][C:38]([O:41][CH3:42])=[C:37]([O:43][CH3:44])[CH:36]=1)=[CH:13]\[C:14]1[S:18][C:17]([N:19]2[CH2:24][CH2:23][CH:22]([O:25][C:26](=[O:34])[CH2:27][N:28]3[CH2:33][CH2:32][CH2:31][CH2:30][CH2:29]3)[CH2:21][CH2:20]2)=[CH:16][CH:15]=1)#[N:11], predict the reaction product. (7) The product is: [Si:1]([O:8][CH2:9][C@H:10]([CH3:28])[O:11][C:12]1[CH:13]=[C:14]([CH:24]=[C:25]([O:27][C:35]2[CH:34]=[C:33]3[C:38](=[CH:37][CH:36]=2)[N:30]([CH3:29])[CH:31]=[CH:32]3)[CH:26]=1)[C:15]([NH:17][C:18]1[CH:22]=[CH:21][N:20]([CH3:23])[N:19]=1)=[O:16])([C:4]([CH3:7])([CH3:5])[CH3:6])([CH3:3])[CH3:2]. Given the reactants [Si:1]([O:8][CH2:9][C@H:10]([CH3:28])[O:11][C:12]1[CH:13]=[C:14]([CH:24]=[C:25]([OH:27])[CH:26]=1)[C:15]([NH:17][C:18]1[CH:22]=[CH:21][N:20]([CH3:23])[N:19]=1)=[O:16])([C:4]([CH3:7])([CH3:6])[CH3:5])([CH3:3])[CH3:2].[CH3:29][N:30]1[C:38]2[C:33](=[CH:34][C:35](B(O)O)=[CH:36][CH:37]=2)[CH:32]=[CH:31]1.C(N(CC)CC)C, predict the reaction product.